This data is from Forward reaction prediction with 1.9M reactions from USPTO patents (1976-2016). The task is: Predict the product of the given reaction. Given the reactants C([N:8]1[CH2:13][CH2:12][CH:11]([OH:14])[C:10]([CH2:16][CH3:17])([CH3:15])[CH2:9]1)C1C=CC=CC=1, predict the reaction product. The product is: [CH2:16]([C:10]1([CH3:15])[CH:11]([OH:14])[CH2:12][CH2:13][NH:8][CH2:9]1)[CH3:17].